From a dataset of Full USPTO retrosynthesis dataset with 1.9M reactions from patents (1976-2016). Predict the reactants needed to synthesize the given product. (1) Given the product [Cl:10][C:11]1[CH:12]=[C:13]([C:23]2[N:24]=[C:25]([CH3:44])[C:26]3[CH2:31][CH2:30][N:29]([C:32]4[CH:33]=[CH:34][C:35]([CH2:38][C:39]([O:41][CH2:42][CH3:43])=[O:40])=[CH:36][CH:37]=4)[C:27]=3[N:28]=2)[CH:14]=[CH:15][C:16]=1[O:17][CH3:18], predict the reactants needed to synthesize it. The reactants are: ClCCl.C([O-])([O-])=O.[Cs+].[Cs+].[Cl:10][C:11]1[CH:12]=[C:13](B(O)O)[CH:14]=[CH:15][C:16]=1[O:17][CH3:18].Cl[C:23]1[N:24]=[C:25]([CH3:44])[C:26]2[CH2:31][CH2:30][N:29]([C:32]3[CH:37]=[CH:36][C:35]([CH2:38][C:39]([O:41][CH2:42][CH3:43])=[O:40])=[CH:34][CH:33]=3)[C:27]=2[N:28]=1. (2) Given the product [CH2:1]1[O:5][C@@H:4]2[C@@H:6]([OH:9])[CH2:7][O:8][C@@H:3]2[C@@H:2]1[OH:10].[C:11]([O-:20])(=[O:19])[CH2:12][CH2:13][CH2:14][CH2:15][CH2:16][CH2:17][CH3:18], predict the reactants needed to synthesize it. The reactants are: [CH2:1]1[O:5][C@@H:4]2[C@@H:6]([OH:9])[CH2:7][O:8][C@@H:3]2[C@@H:2]1[OH:10].[C:11]([OH:20])(=[O:19])[CH2:12][CH2:13][CH2:14][CH2:15][CH2:16][CH2:17][CH3:18]. (3) Given the product [Cl:36][C:33]1[CH:34]=[CH:35][C:30]([C@H:18]([N:16]2[CH2:17][CH:14]([C@@H:9]([C:4]3[CH:5]=[C:6]([F:8])[CH:7]=[C:2]([C:37]#[N:38])[CH:3]=3)[C:10]([F:13])([CH3:12])[CH3:11])[CH2:15]2)[C:19]2[CH:20]=[C:21]([CH:27]=[CH:28][CH:29]=2)[C:22]([O:24][CH2:25][CH3:26])=[O:23])=[CH:31][CH:32]=1, predict the reactants needed to synthesize it. The reactants are: Br[C:2]1[CH:3]=[C:4]([C@H:9]([CH:14]2[CH2:17][N:16]([C@@H:18]([C:30]3[CH:35]=[CH:34][C:33]([Cl:36])=[CH:32][CH:31]=3)[C:19]3[CH:20]=[C:21]([CH:27]=[CH:28][CH:29]=3)[C:22]([O:24][CH2:25][CH3:26])=[O:23])[CH2:15]2)[C:10]([F:13])([CH3:12])[CH3:11])[CH:5]=[C:6]([F:8])[CH:7]=1.[CH3:37][N:38](C=O)C. (4) Given the product [ClH:32].[CH2:1]([S:10][CH2:11][C@@H:12]([C:14]([NH2:16])=[O:15])[NH2:13])[C:2]([C:4]1[CH:9]=[CH:8][CH:7]=[CH:6][CH:5]=1)=[O:3], predict the reactants needed to synthesize it. The reactants are: [CH2:1]([S:10][CH2:11][C@@H:12]([C:14]([NH:16]C(OC(C)(C)C)=O)=[O:15])[NH2:13])[C:2]([C:4]1[CH:9]=[CH:8][CH:7]=[CH:6][CH:5]=1)=[O:3].C(O)(C(F)(F)F)=O.C(Cl)[Cl:32]. (5) Given the product [S:35]([OH:37])(=[O:47])(=[O:36])[CH3:34].[S:35]([OH:37])(=[O:8])(=[O:36])[CH3:34].[NH:13]1[C:14]2[C:19](=[CH:18][CH:17]=[CH:16][CH:15]=2)[CH:11]=[CH:12]1, predict the reactants needed to synthesize it. The reactants are: C([O:8]C([C:11]1[C:19]2[C:14](=[CH:15][CH:16]=[C:17](C(CO)CCO)[CH:18]=2)[NH:13][C:12]=1C)=O)C1C=CC=CC=1.C(N(CC)CC)C.[CH3:34][S:35](Cl)(=[O:37])=[O:36].CCCCCC.C(OCC)(=[O:47])C. (6) Given the product [CH2:28]([O:30][C:31]([C:33]1[CH:38]=[CH:37][C:36]([C:2]2[N:6]3[N:7]=[CH:8][CH:9]=[C:10]([N:11]4[CH2:16][CH2:15][O:14][CH2:13][CH2:12]4)[C:5]3=[N:4][C:3]=2[CH:17]2[CH2:20][N:19]([C:21]([O:23][C:24]([CH3:27])([CH3:26])[CH3:25])=[O:22])[CH2:18]2)=[CH:35][CH:34]=1)=[O:32])[CH3:29], predict the reactants needed to synthesize it. The reactants are: Br[C:2]1[N:6]2[N:7]=[CH:8][CH:9]=[C:10]([N:11]3[CH2:16][CH2:15][O:14][CH2:13][CH2:12]3)[C:5]2=[N:4][C:3]=1[CH:17]1[CH2:20][N:19]([C:21]([O:23][C:24]([CH3:27])([CH3:26])[CH3:25])=[O:22])[CH2:18]1.[CH2:28]([O:30][C:31]([C:33]1[CH:38]=[CH:37][C:36](B(O)O)=[CH:35][CH:34]=1)=[O:32])[CH3:29]. (7) The reactants are: [CH:1]([C:3]1[S:7][C:6]([NH:8][C:9](=[O:11])[CH3:10])=[N:5][CH:4]=1)=O.[F:12][C:13]1([C:19]2[CH:24]=[CH:23][CH:22]=[CH:21][CH:20]=2)[CH2:18][CH2:17][NH:16][CH2:15][CH2:14]1. Given the product [F:12][C:13]1([C:19]2[CH:24]=[CH:23][CH:22]=[CH:21][CH:20]=2)[CH2:18][CH2:17][N:16]([CH2:1][C:3]2[S:7][C:6]([NH:8][C:9](=[O:11])[CH3:10])=[N:5][CH:4]=2)[CH2:15][CH2:14]1, predict the reactants needed to synthesize it. (8) Given the product [C:1]([O:4][CH2:5][C:6]1[CH:15]=[CH:14][C:9]([C:10]([O:12][CH3:13])=[O:11])=[CH:8][C:7]=1[CH3:18])(=[O:3])[CH3:2], predict the reactants needed to synthesize it. The reactants are: [C:1]([O:4][CH2:5][C:6]1[CH:15]=[CH:14][C:9]([C:10]([O:12][CH3:13])=[O:11])=[CH:8][C:7]=1Br)(=[O:3])[CH3:2].O.[CH2:18](OCC)C. (9) Given the product [C:24]([O:23][C:21](=[O:22])[CH2:20][CH:12]1[C:13]2[CH:18]=[C:17]([Cl:19])[CH:16]=[CH:15][C:14]=2[N:8]([CH2:4][C:5]([OH:7])=[O:6])[C:9](=[O:28])[CH2:10][CH2:11]1)([CH3:27])([CH3:25])[CH3:26], predict the reactants needed to synthesize it. The reactants are: [OH-].[K+].C[CH:4]([N:8]1[C:14]2[CH:15]=[CH:16][C:17]([Cl:19])=[CH:18][C:13]=2[CH:12]([CH2:20][C:21]([O:23][C:24]([CH3:27])([CH3:26])[CH3:25])=[O:22])[CH2:11][CH2:10][C:9]1=[O:28])[C:5]([OH:7])=[O:6].